Dataset: Reaction yield outcomes from USPTO patents with 853,638 reactions. Task: Predict the reaction yield, written as a fraction of the theoretical maximum amount of product (1.0 means a 100% yield; for example, 0.34 means a 34% yield). (1) The reactants are [N:1]([CH2:4][CH:5]([OH:15])[CH2:6][O:7][CH2:8][C:9]1[CH:14]=[CH:13][CH:12]=[CH:11][CH:10]=1)=[N+:2]=[N-:3].C(N(C(C)C)C(C)C)C.C(O)(=O)C.[C:29]([O:33][C:34]([CH3:37])([CH3:36])[CH3:35])(=[O:32])[C:30]#[CH:31]. The catalyst is C(Cl)Cl.[Cu]I. The product is [CH2:8]([O:7][CH2:6][CH:5]([OH:15])[CH2:4][N:1]1[CH:31]=[C:30]([C:29]([O:33][C:34]([CH3:37])([CH3:36])[CH3:35])=[O:32])[N:3]=[N:2]1)[C:9]1[CH:14]=[CH:13][CH:12]=[CH:11][CH:10]=1. The yield is 0.780. (2) The reactants are [Cl:1][C:2]1[N:10](CC=C)[C:9]2[C:8](=[O:14])[NH:7][C:6](=[O:15])[N:5]([CH2:16][CH2:17][CH3:18])[C:4]=2[N:3]=1.C(=O)([O-])[O-].[Cs+].[Cs+].Br[CH2:26][C:27]#[N:28].N1CCOCC1.Cl. The catalyst is CN(C=O)C.C1C=CC([P]([Pd]([P](C2C=CC=CC=2)(C2C=CC=CC=2)C2C=CC=CC=2)([P](C2C=CC=CC=2)(C2C=CC=CC=2)C2C=CC=CC=2)[P](C2C=CC=CC=2)(C2C=CC=CC=2)C2C=CC=CC=2)(C2C=CC=CC=2)C2C=CC=CC=2)=CC=1. The product is [Cl:1][C:2]1[NH:10][C:9]2[C:8](=[O:14])[N:7]([CH2:26][C:27]#[N:28])[C:6](=[O:15])[N:5]([CH2:16][CH2:17][CH3:18])[C:4]=2[N:3]=1. The yield is 0.330. (3) The reactants are [C:1]([C:5]1[N:10]=[C:9]([N:11]=[CH:12][N:13](C)C)[C:8]([C:16]#[N:17])=[CH:7][CH:6]=1)([CH3:4])([CH3:3])[CH3:2].[CH3:18][O:19][C:20](=[O:43])[C:21]1[CH:26]=[CH:25][C:24]([S:27][C:28]2[CH:33]=[CH:32][C:31]([NH:34][C:35]([O:37][C:38]([CH3:41])([CH3:40])[CH3:39])=[O:36])=[CH:30][CH:29]=2)=[C:23](N)[CH:22]=1.CCOC(C)=O.C([O-])([O-])=O.[K+].[K+]. The catalyst is CC(O)=O.O. The product is [CH3:18][O:19][C:20](=[O:43])[C:21]1[CH:22]=[CH:23][C:24]([S:27][C:28]2[CH:33]=[CH:32][C:31]([NH:34][C:35]([O:37][C:38]([CH3:40])([CH3:39])[CH3:41])=[O:36])=[CH:30][CH:29]=2)=[C:25]([NH:17][C:16]2[C:8]3[CH:7]=[CH:6][C:5]([C:1]([CH3:2])([CH3:3])[CH3:4])=[N:10][C:9]=3[N:11]=[CH:12][N:13]=2)[CH:26]=1. The yield is 0.470. (4) The reactants are [NH2:1][C:2]1[CH:7]=[CH:6][C:5]([OH:8])=[CH:4][CH:3]=1.CC(C)([O-])C.[K+].Cl[C:16]1[CH:21]=[CH:20][N:19]=[C:18]([C:22](=[O:32])[NH:23][CH2:24][CH2:25][N:26]2[CH2:31][CH2:30][O:29][CH2:28][CH2:27]2)[CH:17]=1.C([O-])([O-])=O.[K+].[K+]. The catalyst is CN(C=O)C. The product is [N:26]1([CH2:25][CH2:24][NH:23][C:22]([C:18]2([O:8][C:5]3[CH:6]=[CH:7][C:2]([NH2:1])=[CH:3][CH:4]=3)[CH:17]=[CH:16][CH:21]=[CH:20][NH:19]2)=[O:32])[CH2:31][CH2:30][O:29][CH2:28][CH2:27]1. The yield is 0.650. (5) The reactants are [CH2:1]([C@H:8]1[CH2:12][O:11][C:10](=[O:13])[N:9]1[C:14](=[O:23])[CH2:15][C:16]1[CH:21]=[CH:20][C:19]([F:22])=[CH:18][CH:17]=1)[C:2]1[CH:7]=[CH:6][CH:5]=[CH:4][CH:3]=1.IC.[CH3:26][Si]([N-][Si](C)(C)C)(C)C.[Na+]. The catalyst is C1COCC1. The product is [CH2:1]([C@H:8]1[CH2:12][O:11][C:10](=[O:13])[N:9]1[C:14](=[O:23])[C@H:15]([C:16]1[CH:17]=[CH:18][C:19]([F:22])=[CH:20][CH:21]=1)[CH3:26])[C:2]1[CH:7]=[CH:6][CH:5]=[CH:4][CH:3]=1. The yield is 0.490. (6) The reactants are C([O-])([O-])=O.[K+].[K+].[CH2:7]([NH2:10])[CH:8]=[CH2:9].[C:11](Cl)(=[O:20])[O:12][CH2:13][C:14]1[CH:19]=[CH:18][CH:17]=[CH:16][CH:15]=1. The yield is 0.970. The product is [CH2:7]([NH:10][C:11](=[O:20])[O:12][CH2:13][C:14]1[CH:19]=[CH:18][CH:17]=[CH:16][CH:15]=1)[CH:8]=[CH2:9]. The catalyst is C(OCC)(=O)C.O. (7) The reactants are [CH3:1][Si:2]([CH3:15])([CH3:14])[CH2:3][CH2:4][O:5][CH2:6][N:7]1[CH:11]=[C:10]([C:12]#[N:13])[N:9]=[CH:8]1.[Br:16]N1C(=O)CCC1=O.N(C(C)(C)C#N)=NC(C)(C)C#N. The catalyst is C(Cl)(Cl)(Cl)Cl.CCOC(C)=O. The product is [Br:16][C:8]1[N:7]([CH2:6][O:5][CH2:4][CH2:3][Si:2]([CH3:15])([CH3:14])[CH3:1])[CH:11]=[C:10]([C:12]#[N:13])[N:9]=1. The yield is 0.770.